The task is: Regression. Given a peptide amino acid sequence and an MHC pseudo amino acid sequence, predict their binding affinity value. This is MHC class II binding data.. This data is from Peptide-MHC class II binding affinity with 134,281 pairs from IEDB. (1) The peptide sequence is LKGIQSLRKLSSVCL. The MHC is DRB1_0101 with pseudo-sequence DRB1_0101. The binding affinity (normalized) is 0.986. (2) The peptide sequence is HAPAAPANPGLIIGALAGST. The MHC is DRB3_0101 with pseudo-sequence DRB3_0101. The binding affinity (normalized) is 0.